Dataset: Full USPTO retrosynthesis dataset with 1.9M reactions from patents (1976-2016). Task: Predict the reactants needed to synthesize the given product. (1) Given the product [F:16][C:17]([F:44])([O:29][C:30]1[CH:35]=[CH:34][C:33]([O:36][CH2:37][CH2:38][CH2:39][C:40]([F:42])([F:41])[F:43])=[CH:32][CH:31]=1)[C:18]1[CH:23]=[CH:22][C:21](/[CH:24]=[CH:25]/[C:26]([O:15][CH2:14][CH2:13][C:5]2[CH:6]=[CH:7][C:8]([N+:10]([O-:12])=[O:11])=[CH:9][C:4]=2[N+:1]([O-:3])=[O:2])=[O:27])=[CH:20][CH:19]=1, predict the reactants needed to synthesize it. The reactants are: [N+:1]([C:4]1[CH:9]=[C:8]([N+:10]([O-:12])=[O:11])[CH:7]=[CH:6][C:5]=1[CH2:13][CH2:14][OH:15])([O-:3])=[O:2].[F:16][C:17]([F:44])([O:29][C:30]1[CH:35]=[CH:34][C:33]([O:36][CH2:37][CH2:38][CH2:39][C:40]([F:43])([F:42])[F:41])=[CH:32][CH:31]=1)[C:18]1[CH:23]=[CH:22][C:21](/[CH:24]=[CH:25]/[C:26](O)=[O:27])=[CH:20][CH:19]=1.Cl.CN(C)CCCN=C=NCC. (2) Given the product [C:1]([SiH2:5][O:6][C:7]([CH3:17])([CH3:16])[C:8]1[O:12][C:11]([CH2:13][O:14][S:26]([CH3:25])(=[O:28])=[O:27])=[N:10][C:9]=1[CH3:15])([CH3:4])([CH3:3])[CH3:2], predict the reactants needed to synthesize it. The reactants are: [C:1]([SiH2:5][O:6][C:7]([CH3:17])([CH3:16])[C:8]1[O:12][C:11]([CH2:13][OH:14])=[N:10][C:9]=1[CH3:15])([CH3:4])([CH3:3])[CH3:2].C(N(CC)CC)C.[CH3:25][S:26](Cl)(=[O:28])=[O:27].O.